Dataset: Full USPTO retrosynthesis dataset with 1.9M reactions from patents (1976-2016). Task: Predict the reactants needed to synthesize the given product. (1) Given the product [CH3:9][O:8][C:6]1[N:5]=[CH:4][N:3]=[C:2]([NH:1][C:43](=[O:44])[C:42]2[CH:46]=[C:38]([CH2:37][C:31]3[C:32](=[O:36])[C:33]([O:34][CH3:35])=[C:28]([O:27][CH3:26])[C:29](=[O:52])[C:30]=3[CH3:51])[CH:39]=[CH:40][C:41]=2[O:47][C:48](=[O:50])[CH3:49])[CH:7]=1, predict the reactants needed to synthesize it. The reactants are: [NH2:1][C:2]1[CH:7]=[C:6]([O:8][CH3:9])[N:5]=[CH:4][N:3]=1.C(N(CC)CC)C.[Cl-].ClC1N(C)CC[NH+]1C.[CH3:26][O:27][C:28]1[C:29](=[O:52])[C:30]([CH3:51])=[C:31]([CH2:37][C:38]2[CH:39]=[CH:40][C:41]([O:47][C:48](=[O:50])[CH3:49])=[C:42]([CH:46]=2)[C:43](O)=[O:44])[C:32](=[O:36])[C:33]=1[O:34][CH3:35]. (2) Given the product [Br:1][CH2:2][CH2:3][O:4][P:5]([O:6][CH2:7][CH2:8][C:9]#[N:10])([O:43][CH2:42][C@H:41]([O:44][CH:45]1[CH2:50][CH2:49][CH2:48][CH2:47][O:46]1)[CH2:40][O:39][CH2:38][CH2:37][CH2:36][CH2:35][CH2:34][CH2:33][CH2:32][CH2:31][CH2:30][CH2:29][CH2:28][CH2:27][CH2:26][CH2:25][CH2:24][CH2:23][S:22][C:18]([CH3:21])([CH3:19])[CH3:20])=[O:53], predict the reactants needed to synthesize it. The reactants are: [Br:1][CH2:2][CH2:3][O:4][P:5](N(C(C)C)C(C)C)[O:6][CH2:7][CH2:8][C:9]#[N:10].[C:18]([S:22][CH2:23][CH2:24][CH2:25][CH2:26][CH2:27][CH2:28][CH2:29][CH2:30][CH2:31][CH2:32][CH2:33][CH2:34][CH2:35][CH2:36][CH2:37][CH2:38][O:39][CH2:40][C@@H:41]([O:44][CH:45]1[CH2:50][CH2:49][CH2:48][CH2:47][O:46]1)[CH2:42][OH:43])([CH3:21])([CH3:20])[CH3:19].II.[O-:53]S([O-])(=S)=O.[Na+].[Na+]. (3) Given the product [Br:1][C:2]1[C:3]([CH2:22][OH:23])=[C:4]([N:8]2[C:19](=[O:20])[C:11]3[S:12][C:13]([C:15]([CH3:18])([CH3:17])[CH3:16])=[CH:14][C:10]=3[CH2:9]2)[CH:5]=[CH:6][CH:7]=1, predict the reactants needed to synthesize it. The reactants are: [Br:1][C:2]1[C:3]([CH2:22][OH:23])=[C:4]([NH:8][CH2:9][C:10]2[CH:14]=[C:13]([C:15]([CH3:18])([CH3:17])[CH3:16])[S:12][C:11]=2[C:19](O)=[O:20])[CH:5]=[CH:6][CH:7]=1.C(N(CC)CC)C.CN(C=O)C.F[P-](F)(F)(F)(F)F.N1(O[P+](N(C)C)(N(C)C)N(C)C)C2C=CC=CC=2N=N1. (4) Given the product [CH:36]1([NH:35][C:15]([C:11]2[N:10]=[C:9]([C:18]3[CH:23]=[CH:22][C:21]([Cl:24])=[CH:20][C:19]=3[Cl:25])[C:8]([C:5]3[CH:6]=[CH:7][C:2]([Cl:1])=[CH:3][CH:4]=3)=[C:13]([CH3:14])[N:12]=2)=[O:17])[CH2:41][CH2:40][CH2:39][CH2:38][CH2:37]1, predict the reactants needed to synthesize it. The reactants are: [Cl:1][C:2]1[CH:7]=[CH:6][C:5]([C:8]2[C:9]([C:18]3[CH:23]=[CH:22][C:21]([Cl:24])=[CH:20][C:19]=3[Cl:25])=[N:10][C:11]([C:15]([OH:17])=O)=[N:12][C:13]=2[CH3:14])=[CH:4][CH:3]=1.C(N(CC)CC)C.CC[NH:35][C:36]1(C2C=CC=CC=2)[CH2:41][CH2:40][CH2:39][CH2:38][CH2:37]1.CCCP1(OP(CCC)(=O)OP(CCC)(=O)O1)=O. (5) Given the product [Si:21]([O:28][C:29]1[CH:30]=[C:31]([C:32]([C:2]2[CH:7]=[C:6]([O:8][C:9]([F:14])([F:13])[CH:10]([F:12])[F:11])[CH:5]=[C:4]([F:15])[CH:3]=2)=[O:33])[CH:38]=[CH:39][C:40]=1[F:41])([C:24]([CH3:27])([CH3:26])[CH3:25])([CH3:23])[CH3:22], predict the reactants needed to synthesize it. The reactants are: Br[C:2]1[CH:7]=[C:6]([O:8][C:9]([F:14])([F:13])[CH:10]([F:12])[F:11])[CH:5]=[C:4]([F:15])[CH:3]=1.[Li]CCCC.[Si:21]([O:28][C:29]1[CH:30]=[C:31]([CH:38]=[CH:39][C:40]=1[F:41])[C:32](N(OC)C)=[O:33])([C:24]([CH3:27])([CH3:26])[CH3:25])([CH3:23])[CH3:22].Cl. (6) Given the product [CH:16]1(/[CH:19]=[C:5](\[CH3:6])/[C:4](=[O:3])[CH3:15])[CH2:18][CH2:17]1, predict the reactants needed to synthesize it. The reactants are: [H-].[Na+].[O:3]=[C:4]([CH3:15])[CH:5](P(=O)(OCC)OCC)[CH3:6].[CH:16]1([CH:19]=O)[CH2:18][CH2:17]1.